From a dataset of Reaction yield outcomes from USPTO patents with 853,638 reactions. Predict the reaction yield, written as a fraction of the theoretical maximum amount of product (1.0 means a 100% yield; for example, 0.34 means a 34% yield). (1) The reactants are [NH2:1][C:2]1[CH:7]=[CH:6][CH:5]=[CH:4][C:3]=1[CH:8]1[C:17]([CH3:19])([CH3:18])[CH2:16][C:15]2[C:10](=[CH:11][CH:12]=[C:13]([C:20]([O:22][CH3:23])=[O:21])[CH:14]=2)[NH:9]1.N1C=CC=CC=1.[C:30]1([S:36](Cl)(=[O:38])=[O:37])[CH:35]=[CH:34][CH:33]=[CH:32][CH:31]=1. The catalyst is ClCCl. The product is [CH3:19][C:17]1([CH3:18])[CH2:16][C:15]2[C:10](=[CH:11][CH:12]=[C:13]([C:20]([O:22][CH3:23])=[O:21])[CH:14]=2)[NH:9][CH:8]1[C:3]1[CH:4]=[CH:5][CH:6]=[CH:7][C:2]=1[NH:1][S:36]([C:30]1[CH:35]=[CH:34][CH:33]=[CH:32][CH:31]=1)(=[O:38])=[O:37]. The yield is 0.850. (2) The reactants are [NH2:1][C:2]1[N:7]=[C:6]([CH2:8][O:9]/[N:10]=[C:11](/[C:14]2[CH:19]=[CH:18][CH:17]=[CH:16][CH:15]=2)\[C:12]#[N:13])[CH:5]=[CH:4][CH:3]=1.Cl.[NH2:21][OH:22].C(=O)([O-])[O-].[K+].[K+]. The catalyst is CC(O)C.O. The product is [NH2:1][C:2]1[N:7]=[C:6]([CH2:8][O:9][N:10]=[C:11]([C:14]2[CH:19]=[CH:18][CH:17]=[CH:16][CH:15]=2)/[C:12](=[N:21]/[OH:22])/[NH2:13])[CH:5]=[CH:4][CH:3]=1. The yield is 0.990. (3) The reactants are OC(C(F)(F)F)=O.[NH:8]1[CH2:14][CH2:13][CH2:12][CH:11]([N:15]2[CH2:20][CH2:19][CH:18]([C:21]([NH:23][CH2:24][CH:25]([CH3:27])[CH3:26])=[O:22])[CH2:17][CH2:16]2)[CH2:10][CH2:9]1.CCN(CC)CC.Cl[C:36]([O:38][CH2:39][C:40]#[CH:41])=[O:37]. The catalyst is C(Cl)Cl. The product is [CH2:39]([O:38][C:36]([N:8]1[CH2:14][CH2:13][CH2:12][CH:11]([N:15]2[CH2:20][CH2:19][CH:18]([C:21](=[O:22])[NH:23][CH2:24][CH:25]([CH3:27])[CH3:26])[CH2:17][CH2:16]2)[CH2:10][CH2:9]1)=[O:37])[C:40]#[CH:41]. The yield is 0.310. (4) The product is [CH3:1][C@@:2]12[C@H:11]3[CH2:12][CH2:13][C@@:14]4([CH3:20])[C@H:18]([C@@H:10]3[CH2:9][CH:8]=[C:7]1[N:6]([CH2:25][C:26]([N:28]([CH3:30])[CH3:29])=[O:27])[C:5](=[O:21])[CH2:4][CH2:3]2)[CH2:17][CH2:16][C:15]4=[O:19]. The yield is 0.740. The catalyst is CN(C=O)C. The reactants are [CH3:1][C@@:2]12[C@H:11]3[CH2:12][CH2:13][C@@:14]4([CH3:20])[C@H:18]([C@@H:10]3[CH2:9][CH:8]=[C:7]1[NH:6][C:5](=[O:21])[CH2:4][CH2:3]2)[CH2:17][CH2:16][C:15]4=[O:19].[H-].[Na+].Cl[CH2:25][C:26]([N:28]([CH3:30])[CH3:29])=[O:27]. (5) The reactants are Br[C:2]1[CH:7]=[CH:6][CH:5]=[C:4]([CH2:8][F:9])[N:3]=1.[CH2:10]([N:14]1[N:18]=[C:17]2[CH:19]=[CH:20][C:21]([CH3:24])=[C:22]([CH3:23])[C:16]2=[N:15]1)[CH2:11][C:12]#[CH:13]. No catalyst specified. The product is [F:9][CH2:8][C:4]1[N:3]=[C:2]([C:13]#[C:12][CH2:11][CH2:10][N:14]2[N:18]=[C:17]3[CH:19]=[CH:20][C:21]([CH3:24])=[C:22]([CH3:23])[C:16]3=[N:15]2)[CH:7]=[CH:6][CH:5]=1. The yield is 0.400. (6) No catalyst specified. The product is [CH3:27][O:28][C:29]1[O:33][C:32]([C:34]([NH:23][C:22]2[CH:24]=[CH:25][CH:26]=[C:20]([CH2:19][CH2:18][N:15]3[CH2:14][CH2:13][N:12]([C:8]4[CH:7]=[CH:6][CH:5]=[C:4]5[C:9]=4[CH:10]=[CH:11][C:2]([CH3:1])=[N:3]5)[CH2:17][CH2:16]3)[CH:21]=2)=[O:35])=[N:31][CH:30]=1. The yield is 0.300. The reactants are [CH3:1][C:2]1[CH:11]=[CH:10][C:9]2[C:4](=[CH:5][CH:6]=[CH:7][C:8]=2[N:12]2[CH2:17][CH2:16][N:15]([CH2:18][CH2:19][C:20]3[CH:21]=[C:22]([CH:24]=[CH:25][CH:26]=3)[NH2:23])[CH2:14][CH2:13]2)[N:3]=1.[CH3:27][O:28][C:29]1[O:33][C:32]([C:34](O)=[O:35])=[N:31][CH:30]=1.